From a dataset of Forward reaction prediction with 1.9M reactions from USPTO patents (1976-2016). Predict the product of the given reaction. Given the reactants [Cl:1][C:2]1[C:3]2[N:4]([CH:12]=[C:13]([C:15]([OH:17])=O)[N:14]=2)[CH:5]=[C:6]([C:8]([F:11])([F:10])[F:9])[CH:7]=1.Cl.CN(C)CCCN=C=NCC.[C:30]([C:32]1[C:37]([CH3:38])=[CH:36][C:35]([S:39]([NH2:42])(=[O:41])=[O:40])=[C:34]([CH3:43])[CH:33]=1)#[N:31], predict the reaction product. The product is: [Cl:1][C:2]1[C:3]2[N:4]([CH:12]=[C:13]([C:15]([NH:42][S:39]([C:35]3[CH:36]=[C:37]([CH3:38])[C:32]([C:30]#[N:31])=[CH:33][C:34]=3[CH3:43])(=[O:40])=[O:41])=[O:17])[N:14]=2)[CH:5]=[C:6]([C:8]([F:9])([F:10])[F:11])[CH:7]=1.